This data is from Full USPTO retrosynthesis dataset with 1.9M reactions from patents (1976-2016). The task is: Predict the reactants needed to synthesize the given product. Given the product [F:19][C:13]1[CH:14]=[CH:15][CH:16]=[C:17]([F:18])[C:12]=1[C:8]1[C:7](=[O:20])[CH:6]=[CH:5][N:4]2[C:9]=1[CH:10]=[CH:11][C:2]([C:22]#[C:21][C:23]1[CH:28]=[CH:27][C:26]([F:29])=[CH:25][C:24]=1[F:30])=[CH:3]2, predict the reactants needed to synthesize it. The reactants are: Br[C:2]1[CH:11]=[CH:10][C:9]2[N:4]([CH:5]=[CH:6][C:7](=[O:20])[C:8]=2[C:12]2[C:17]([F:18])=[CH:16][CH:15]=[CH:14][C:13]=2[F:19])[CH:3]=1.[C:21]([C:23]1[CH:28]=[CH:27][C:26]([F:29])=[CH:25][C:24]=1[F:30])#[CH:22].C(N(CC)CC)C.